Dataset: Forward reaction prediction with 1.9M reactions from USPTO patents (1976-2016). Task: Predict the product of the given reaction. (1) Given the reactants F[B-](F)(F)F.[H+].C(O)(=O)C.C(O)(=O)C.IC1C=CC=CC=1.[CH:22]1([CH2:27][C:28]([OH:30])=[O:29])[CH2:26][CH2:25][CH:24]=[CH:23]1.O, predict the reaction product. The product is: [O:29]1[C:28](=[O:30])[CH2:27][C@@H:22]2[CH2:26][CH:25]=[CH:24][C@H:23]12. (2) Given the reactants [CH3:1][C:2]1([CH3:25])[CH2:11][CH2:10][C:9]([CH3:13])([CH3:12])[C:8]2[CH:7]=[C:6]([CH2:14][C:15]3[CH:16]=[C:17]([CH:20]4OCC[O:21]4)[O:18][CH:19]=3)[CH:5]=[CH:4][C:3]1=2.Cl, predict the reaction product. The product is: [CH3:1][C:2]1([CH3:25])[CH2:11][CH2:10][C:9]([CH3:12])([CH3:13])[C:8]2[CH:7]=[C:6]([CH2:14][C:15]3[CH:16]=[C:17]([CH:20]=[O:21])[O:18][CH:19]=3)[CH:5]=[CH:4][C:3]1=2.